From a dataset of NCI-60 drug combinations with 297,098 pairs across 59 cell lines. Regression. Given two drug SMILES strings and cell line genomic features, predict the synergy score measuring deviation from expected non-interaction effect. (1) Drug 1: CN(CC1=CN=C2C(=N1)C(=NC(=N2)N)N)C3=CC=C(C=C3)C(=O)NC(CCC(=O)O)C(=O)O. Drug 2: CC1CCCC2(C(O2)CC(NC(=O)CC(C(C(=O)C(C1O)C)(C)C)O)C(=CC3=CSC(=N3)C)C)C. Cell line: NCI/ADR-RES. Synergy scores: CSS=5.68, Synergy_ZIP=-1.77, Synergy_Bliss=-1.62, Synergy_Loewe=-4.41, Synergy_HSA=-2.89. (2) Drug 1: C1=CC=C(C(=C1)C(C2=CC=C(C=C2)Cl)C(Cl)Cl)Cl. Drug 2: COC1=NC(=NC2=C1N=CN2C3C(C(C(O3)CO)O)O)N. Cell line: HT29. Synergy scores: CSS=-7.03, Synergy_ZIP=0.455, Synergy_Bliss=-4.34, Synergy_Loewe=-5.97, Synergy_HSA=-5.78. (3) Drug 1: C1CC(=O)NC(=O)C1N2CC3=C(C2=O)C=CC=C3N. Drug 2: CCC(=C(C1=CC=CC=C1)C2=CC=C(C=C2)OCCN(C)C)C3=CC=CC=C3.C(C(=O)O)C(CC(=O)O)(C(=O)O)O. Cell line: RPMI-8226. Synergy scores: CSS=4.80, Synergy_ZIP=-4.91, Synergy_Bliss=1.57, Synergy_Loewe=-3.35, Synergy_HSA=-3.15. (4) Drug 1: CC=C1C(=O)NC(C(=O)OC2CC(=O)NC(C(=O)NC(CSSCCC=C2)C(=O)N1)C(C)C)C(C)C. Drug 2: B(C(CC(C)C)NC(=O)C(CC1=CC=CC=C1)NC(=O)C2=NC=CN=C2)(O)O. Cell line: SK-MEL-5. Synergy scores: CSS=75.1, Synergy_ZIP=7.72, Synergy_Bliss=6.95, Synergy_Loewe=-10.5, Synergy_HSA=5.50. (5) Drug 1: CCC(=C(C1=CC=CC=C1)C2=CC=C(C=C2)OCCN(C)C)C3=CC=CC=C3.C(C(=O)O)C(CC(=O)O)(C(=O)O)O. Drug 2: CS(=O)(=O)OCCCCOS(=O)(=O)C. Cell line: K-562. Synergy scores: CSS=27.0, Synergy_ZIP=-3.05, Synergy_Bliss=3.66, Synergy_Loewe=4.15, Synergy_HSA=4.33. (6) Drug 2: CC(C)(C#N)C1=CC(=CC(=C1)CN2C=NC=N2)C(C)(C)C#N. Drug 1: CC1CCC2CC(C(=CC=CC=CC(CC(C(=O)C(C(C(=CC(C(=O)CC(OC(=O)C3CCCCN3C(=O)C(=O)C1(O2)O)C(C)CC4CCC(C(C4)OC)OCCO)C)C)O)OC)C)C)C)OC. Synergy scores: CSS=-0.292, Synergy_ZIP=4.31, Synergy_Bliss=7.03, Synergy_Loewe=3.57, Synergy_HSA=2.93. Cell line: TK-10. (7) Drug 1: C1=CC(=CC=C1CCC2=CNC3=C2C(=O)NC(=N3)N)C(=O)NC(CCC(=O)O)C(=O)O. Drug 2: CC1=C(C(=O)C2=C(C1=O)N3CC4C(C3(C2COC(=O)N)OC)N4)N. Cell line: SR. Synergy scores: CSS=57.0, Synergy_ZIP=-3.61, Synergy_Bliss=-5.44, Synergy_Loewe=-6.18, Synergy_HSA=-2.61. (8) Drug 2: CC12CCC3C(C1CCC2OP(=O)(O)O)CCC4=C3C=CC(=C4)OC(=O)N(CCCl)CCCl.[Na+]. Cell line: SN12C. Drug 1: C1=NC2=C(N1)C(=S)N=CN2. Synergy scores: CSS=41.8, Synergy_ZIP=-10.3, Synergy_Bliss=-0.939, Synergy_Loewe=-14.6, Synergy_HSA=-0.320. (9) Drug 1: CC1OCC2C(O1)C(C(C(O2)OC3C4COC(=O)C4C(C5=CC6=C(C=C35)OCO6)C7=CC(=C(C(=C7)OC)O)OC)O)O. Drug 2: C1=CN(C(=O)N=C1N)C2C(C(C(O2)CO)O)O.Cl. Cell line: MCF7. Synergy scores: CSS=40.3, Synergy_ZIP=-5.33, Synergy_Bliss=0.0935, Synergy_Loewe=2.77, Synergy_HSA=4.74.